From a dataset of Peptide-MHC class II binding affinity with 134,281 pairs from IEDB. Regression. Given a peptide amino acid sequence and an MHC pseudo amino acid sequence, predict their binding affinity value. This is MHC class II binding data. The peptide sequence is TPHQGEVYTCHVEHPSLK. The MHC is H-2-IAs with pseudo-sequence H-2-IAs. The binding affinity (normalized) is 0.